From a dataset of Catalyst prediction with 721,799 reactions and 888 catalyst types from USPTO. Predict which catalyst facilitates the given reaction. (1) Reactant: [N:1]1[CH:6]=[CH:5][N:4]=[CH:3][C:2]=1[C:7]([OH:9])=O.C(Cl)(=O)C([Cl:13])=O. Product: [N:1]1[CH:6]=[CH:5][N:4]=[CH:3][C:2]=1[C:7]([Cl:13])=[O:9]. The catalyst class is: 139. (2) Reactant: [NH2:1][CH:2]1[CH2:6][CH:5]([N:7]2[C:16]3[CH:15]=[CH:14][CH:13]=[C:12]([Cl:17])[C:11]=3[C:10]3=[N:18][O:19][C:20]([CH3:21])=[C:9]3[C:8]2=[O:22])[CH:4]=[CH:3]1.[F:23][C:24]1[CH:25]=[C:26]([CH2:30][C:31](O)=[O:32])[CH:27]=[CH:28][CH:29]=1.CCN(CC)CC.CCN=C=NCCCN(C)C. Product: [Cl:17][C:12]1[C:11]2[C:10]3[C:9](=[C:20]([CH3:21])[O:19][N:18]=3)[C:8](=[O:22])[N:7]([CH:5]3[CH2:6][CH:2]([NH:1][C:31](=[O:32])[CH2:30][C:26]4[CH:27]=[CH:28][CH:29]=[C:24]([F:23])[CH:25]=4)[CH:3]=[CH:4]3)[C:16]=2[CH:15]=[CH:14][CH:13]=1. The catalyst class is: 2. (3) The catalyst class is: 4. Product: [F:32][CH2:33][CH2:34][S:35]([NH:1][C:2]1[CH:3]=[CH:4][C:5]([O:19][CH:20]2[CH2:24][CH2:23][O:22][CH2:21]2)=[C:6]([C:8]2[C:9]3[CH:18]=[CH:17][NH:16][C:10]=3[C:11](=[O:15])[N:12]([CH3:14])[CH:13]=2)[CH:7]=1)(=[O:37])=[O:36]. Reactant: [NH2:1][C:2]1[CH:3]=[CH:4][C:5]([O:19][CH:20]2[CH2:24][CH2:23][O:22][CH2:21]2)=[C:6]([C:8]2[C:9]3[CH:18]=[CH:17][NH:16][C:10]=3[C:11](=[O:15])[N:12]([CH3:14])[CH:13]=2)[CH:7]=1.C(N(CC)CC)C.[F:32][CH2:33][CH2:34][S:35](Cl)(=[O:37])=[O:36].[Cl-].[NH4+]. (4) Reactant: [Cl:1][S:2]([OH:5])(=O)=[O:3].[CH3:6][O:7][C:8]1[CH:13]=[CH:12][C:11]([C:14]2[S:18][C:17]([NH:19][C:20](=[O:22])[CH3:21])=[N:16][C:15]=2[CH3:23])=[CH:10][CH:9]=1. Product: [C:20]([NH:19][C:17]1[S:18][C:14]([C:11]2[CH:10]=[CH:9][C:8]([O:7][CH3:6])=[C:13]([S:2]([Cl:1])(=[O:5])=[O:3])[CH:12]=2)=[C:15]([CH3:23])[N:16]=1)(=[O:22])[CH3:21]. The catalyst class is: 2. (5) Reactant: [N+:1]([C:4]1[CH:5]=[CH:6][C:7]([CH2:10][CH2:11][CH2:12][CH2:13][C:14]([CH3:21])([CH3:20])[C:15](OCC)=[O:16])=[N:8][CH:9]=1)([O-:3])=[O:2].[N+:22](C1C=CC(CCCCC(C)(C)C(O)=O)=NC=1)([O-])=O.C(N1C=CN=C1)(N1C=CN=C1)=O.N.[Cl-].[Na+]. Product: [N+:1]([C:4]1[CH:5]=[CH:6][C:7]([CH2:10][CH2:11][CH2:12][CH2:13][C:14]([CH3:21])([CH3:20])[C:15]([NH2:22])=[O:16])=[N:8][CH:9]=1)([O-:3])=[O:2]. The catalyst class is: 7. (6) Reactant: [CH2:1]([O:3][C:4]([CH:6]1[CH2:11][NH:10][C:9]2[CH:12]=[C:13]([Cl:16])[CH:14]=[CH:15][C:8]=2[O:7]1)=[O:5])[CH3:2].C([O-])([O-])=O.[K+].[K+].[CH2:23](Br)[C:24]1[CH:29]=[CH:28][CH:27]=[CH:26][CH:25]=1. Product: [CH2:1]([O:3][C:4]([CH:6]1[CH2:11][N:10]([CH2:23][C:24]2[CH:29]=[CH:28][CH:27]=[CH:26][CH:25]=2)[C:9]2[CH:12]=[C:13]([Cl:16])[CH:14]=[CH:15][C:8]=2[O:7]1)=[O:5])[CH3:2]. The catalyst class is: 10. (7) Reactant: [OH:1][C:2]1[CH:3]=[C:4]([CH:9]=[CH:10][CH:11]=1)[C:5]([O:7][CH3:8])=[O:6].Cl[CH2:13][C@@H:14]1[CH2:18][O:17][C:16]([CH3:20])([CH3:19])[O:15]1.C([O-])([O-])=O.[K+].[K+].Cl. Product: [CH3:19][C:16]1([CH3:20])[O:15][C@H:14]([CH2:13][O:1][C:2]2[CH:3]=[C:4]([CH:9]=[CH:10][CH:11]=2)[C:5]([O:7][CH3:8])=[O:6])[CH2:18][O:17]1. The catalyst class is: 18.